This data is from TCR-epitope binding with 47,182 pairs between 192 epitopes and 23,139 TCRs. The task is: Binary Classification. Given a T-cell receptor sequence (or CDR3 region) and an epitope sequence, predict whether binding occurs between them. (1) The epitope is LPRRSGAAGA. The TCR CDR3 sequence is CASSHRDRATEAFF. Result: 1 (the TCR binds to the epitope). (2) The epitope is LEPLVDLPI. The TCR CDR3 sequence is CSVEGTSEGDVWDEQYF. Result: 1 (the TCR binds to the epitope). (3) The epitope is QASQEVKNW. The TCR CDR3 sequence is CASSSEGQGREKLFF. Result: 0 (the TCR does not bind to the epitope). (4) The epitope is KPLEFGATSAAL. The TCR CDR3 sequence is CASSLSSRTGGYTF. Result: 1 (the TCR binds to the epitope). (5) The epitope is MPASWVMRI. The TCR CDR3 sequence is CASSLSYEQYF. Result: 1 (the TCR binds to the epitope). (6) The epitope is HTTDPSFLGRY. The TCR CDR3 sequence is CSQGTEAFF. Result: 0 (the TCR does not bind to the epitope). (7) The epitope is NLWNTFTRL. The TCR CDR3 sequence is CSASGLAVNEQFF. Result: 0 (the TCR does not bind to the epitope). (8) The epitope is KLWAQCVQL. The TCR CDR3 sequence is CASSQRRQLLGETQYF. Result: 1 (the TCR binds to the epitope). (9) The epitope is KLPDDFTGCV. The TCR CDR3 sequence is CASSEVGARVLGNEQFF. Result: 1 (the TCR binds to the epitope). (10) The epitope is TPQDLNTML. The TCR CDR3 sequence is CASSLLAVSSYNEQFF. Result: 0 (the TCR does not bind to the epitope).